From a dataset of Kinase inhibitor binding affinity data with 442 proteins and 68 drugs (Kd values). Regression. Given a target protein amino acid sequence and a drug SMILES string, predict the binding affinity score between them. We predict pKd (pKd = -log10(Kd in M); higher means stronger binding). Dataset: davis. (1) The drug is COC1C(N(C)C(=O)c2ccccc2)CC2OC1(C)n1c3ccccc3c3c4c(c5c6ccccc6n2c5c31)C(=O)NC4. The target protein (ZAP70) has sequence MPDPAAHLPFFYGSISRAEAEEHLKLAGMADGLFLLRQCLRSLGGYVLSLVHDVRFHHFPIERQLNGTYAIAGGKAHCGPAELCEFYSRDPDGLPCNLRKPCNRPSGLEPQPGVFDCLRDAMVRDYVRQTWKLEGEALEQAIISQAPQVEKLIATTAHERMPWYHSSLTREEAERKLYSGAQTDGKFLLRPRKEQGTYALSLIYGKTVYHYLISQDKAGKYCIPEGTKFDTLWQLVEYLKLKADGLIYCLKEACPNSSASNASGAAAPTLPAHPSTLTHPQRRIDTLNSDGYTPEPARITSPDKPRPMPMDTSVYESPYSDPEELKDKKLFLKRDNLLIADIELGCGNFGSVRQGVYRMRKKQIDVAIKVLKQGTEKADTEEMMREAQIMHQLDNPYIVRLIGVCQAEALMLVMEMAGGGPLHKFLVGKREEIPVSNVAELLHQVSMGMKYLEEKNFVHRDLAARNVLLVNRHYAKISDFGLSKALGADDSYYTARSAGK.... The pKd is 5.6. (2) The small molecule is Cn1cnc2c(F)c(Nc3ccc(Br)cc3Cl)c(C(=O)NOCCO)cc21. The target protein is PFCDPK1(Pfalciparum). The pKd is 5.0. (3) The compound is Cc1[nH]c(C=C2C(=O)Nc3ccc(S(=O)(=O)Cc4c(Cl)cccc4Cl)cc32)c(C)c1C(=O)N1CCCC1CN1CCCC1. The target protein (PCTK3) has sequence RLSLLDLQLGPLGRDPPQECSTFSPTDSGEEPGQLSPGVQFQRRQNQRRFSMEDVSKRLSLPMDIRLPQEFLQKLQMESPDLPKPLSRMSRRASLSDIGFGKLETYVKLDKLGEGTYATVFKGRSKLTENLVALKEIRLEHEEGAPCTAIREVSLLKNLKHANIVTLHDLIHTDRSLTLVFEYLDSDLKQYLDHCGNLMSMHNVKIFMFQLLRGLAYCHHRKILHRDLKPQNLLINERGELKLADFGLARAKSVPTKTYSNEVVTLWYRPPDVLLGSTEYSTPIDMWGVGCIHYEMATGRPLFPGSTVKEELHLIFRLLGTPTEETWPGVTAFSEFRTYSFPCYLPQPLINHAPRLDTDGIHLLSSLLLYESKSRMSAEAALSHSYFRSLGERVHQLEDTASIFSLKEIQLQKDPGYRGLAFQQPGRGKNRRQSIF. The pKd is 5.8.